Dataset: Full USPTO retrosynthesis dataset with 1.9M reactions from patents (1976-2016). Task: Predict the reactants needed to synthesize the given product. (1) Given the product [I:1][C:2]1[CH:3]=[CH:4][C:5]([N:8]2[CH:12]=[CH:11][N:10]=[N:9]2)=[CH:6][CH:7]=1, predict the reactants needed to synthesize it. The reactants are: [I:1][C:2]1[CH:7]=[CH:6][C:5]([N:8]2[CH:12]=[C:11]([Si](C)(C)C)[N:10]=[N:9]2)=[CH:4][CH:3]=1.[F-].C([N+](CCCC)(CCCC)CCCC)CCC. (2) Given the product [F:39][C:2]1[N:6]([CH2:7][C:8]2[CH:13]=[CH:12][C:11]([O:14][CH3:15])=[CH:10][CH:9]=2)[N:5]=[N:4][C:3]=1[C:16]1[CH:21]=[CH:20][N:19]=[C:18]([C:22]2[N:23]=[CH:24][N:25]([CH2:27][CH2:28][C:29]3[C:38]4[C:33](=[CH:34][CH:35]=[CH:36][CH:37]=4)[CH:32]=[CH:31][CH:30]=3)[CH:26]=2)[CH:17]=1, predict the reactants needed to synthesize it. The reactants are: I[C:2]1[N:6]([CH2:7][C:8]2[CH:13]=[CH:12][C:11]([O:14][CH3:15])=[CH:10][CH:9]=2)[N:5]=[N:4][C:3]=1[C:16]1[CH:21]=[CH:20][N:19]=[C:18]([C:22]2[N:23]=[CH:24][N:25]([CH2:27][CH2:28][C:29]3[C:38]4[C:33](=[CH:34][CH:35]=[CH:36][CH:37]=4)[CH:32]=[CH:31][CH:30]=3)[CH:26]=2)[CH:17]=1.[F-:39].[K+].O.